Task: Predict the reactants needed to synthesize the given product.. Dataset: Full USPTO retrosynthesis dataset with 1.9M reactions from patents (1976-2016) (1) Given the product [N:17]1([C:21]([C:23]2[N:24]=[CH:25][C:26]([O:12][C:9]3[C:10]4[C:5]([CH:6]=[C:7]([C:13]([O:15][CH3:16])=[O:14])[CH:8]=3)=[N:4][N:3]([CH2:1][CH3:2])[CH:11]=4)=[N:27][CH:28]=2)=[O:22])[CH2:20][CH2:19][CH2:18]1, predict the reactants needed to synthesize it. The reactants are: [CH2:1]([N:3]1[CH:11]=[C:10]2[C:5]([CH:6]=[C:7]([C:13]([O:15][CH3:16])=[O:14])[CH:8]=[C:9]2[OH:12])=[N:4]1)[CH3:2].[N:17]1([C:21]([C:23]2[CH:28]=[N:27][C:26](Cl)=[CH:25][N:24]=2)=[O:22])[CH2:20][CH2:19][CH2:18]1. (2) Given the product [NH2:36][C:2]1[N:7]=[C:6]([C:8]2[S:12][C:11]([C:13]([CH3:16])([CH3:15])[CH3:14])=[N:10][C:9]=2[C:17]2[C:18]([F:35])=[C:19]([NH:23][S:24]([C:27]3[C:32]([F:33])=[CH:31][CH:30]=[CH:29][C:28]=3[F:34])(=[O:26])=[O:25])[CH:20]=[CH:21][CH:22]=2)[CH:5]=[CH:4][N:3]=1, predict the reactants needed to synthesize it. The reactants are: Cl[C:2]1[N:7]=[C:6]([C:8]2[S:12][C:11]([C:13]([CH3:16])([CH3:15])[CH3:14])=[N:10][C:9]=2[C:17]2[C:18]([F:35])=[C:19]([NH:23][S:24]([C:27]3[C:32]([F:33])=[CH:31][CH:30]=[CH:29][C:28]=3[F:34])(=[O:26])=[O:25])[CH:20]=[CH:21][CH:22]=2)[CH:5]=[CH:4][N:3]=1.[NH3:36].CO. (3) Given the product [CH3:42][C:38]1([CH3:41])[O:39][CH2:40][C:35]2[CH:34]=[C:33]([CH:31]3[O:30][C:29](=[O:45])[N:28]([CH2:27][CH2:26][CH2:25][CH2:24][CH2:23][CH2:22][O:21][CH2:17][CH2:18][CH2:19][CH2:20][C:2]4[CH:16]=[CH:15][CH:14]=[CH:13][C:3]=4[CH2:4][NH:5][C:6]([NH:8][CH2:9][C:10](=[O:12])[N:47]4[CH2:51][CH2:50][CH2:49][CH2:48]4)=[O:7])[CH2:32]3)[CH:44]=[CH:43][C:36]=2[O:37]1, predict the reactants needed to synthesize it. The reactants are: Br[C:2]1[CH:16]=[CH:15][CH:14]=[CH:13][C:3]=1[CH2:4][NH:5][C:6]([NH:8][CH2:9][C:10]([OH:12])=O)=[O:7].[CH2:17]([O:21][CH2:22][CH2:23][CH2:24][CH2:25][CH2:26][CH2:27][N:28]1[CH2:32][C@@H:31]([C:33]2[CH:44]=[CH:43][C:36]3[O:37][C:38]([CH3:42])([CH3:41])[O:39][CH2:40][C:35]=3[CH:34]=2)[O:30][C:29]1=[O:45])[CH2:18][C:19]#[CH:20].O.[NH:47]1[CH2:51][CH2:50][CH2:49][CH2:48]1. (4) Given the product [N:16]1([C:13](=[O:15])[CH2:12][CH2:11][CH2:10][C:7]2[CH:6]=[CH:5][C:4]([N+:1]([O-:3])=[O:2])=[CH:9][CH:8]=2)[CH2:21][CH2:20][O:19][CH2:18][CH2:17]1, predict the reactants needed to synthesize it. The reactants are: [N+:1]([C:4]1[CH:9]=[CH:8][C:7]([CH2:10][CH2:11][CH2:12][C:13]([OH:15])=O)=[CH:6][CH:5]=1)([O-:3])=[O:2].[NH:16]1[CH2:21][CH2:20][O:19][CH2:18][CH2:17]1.C(=O)(O)[O-].[Na+]. (5) Given the product [CH3:31][O:30][C:27]1[CH:28]=[CH:29][C:24]([C:16]2[S:15][C:14]([C:11]3[CH:12]=[C:13]4[C:8]([CH2:7][CH2:6][CH2:5][NH:4]4)=[CH:9][CH:10]=3)=[N:18][C:17]=2[C:19]([OH:21])=[O:20])=[CH:25][CH:26]=1, predict the reactants needed to synthesize it. The reactants are: C([N:4]1[C:13]2[C:8](=[CH:9][CH:10]=[C:11]([C:14]3[S:15][C:16]([C:24]4[CH:29]=[CH:28][C:27]([O:30][CH3:31])=[CH:26][CH:25]=4)=[C:17]([C:19]([O:21]CC)=[O:20])[N:18]=3)[CH:12]=2)[CH2:7][CH2:6][CH2:5]1)(=O)C.[OH-].[K+].CO.